Regression/Classification. Given a drug SMILES string, predict its absorption, distribution, metabolism, or excretion properties. Task type varies by dataset: regression for continuous measurements (e.g., permeability, clearance, half-life) or binary classification for categorical outcomes (e.g., BBB penetration, CYP inhibition). Dataset: cyp3a4_veith. From a dataset of CYP3A4 inhibition data for predicting drug metabolism from PubChem BioAssay. (1) The molecule is S=C(S)NCCCn1ccnc1. The result is 1 (inhibitor). (2) The drug is COc1ccc(F)cc1S(=O)(=O)NC(Cc1ccccc1)C(N)=O. The result is 1 (inhibitor). (3) The compound is O=C(O)CCn1nnc(-c2cccs2)n1. The result is 0 (non-inhibitor). (4) The molecule is Cc1cc2c(cc1S(N)(=O)=O)S(=O)(=O)CCC2. The result is 0 (non-inhibitor). (5) The molecule is O=S(=O)(O)c1ccc(O)c2ncccc12.O=S(=O)(O)c1ccc(O)c2ncccc12.[Zn]. The result is 0 (non-inhibitor). (6) The compound is COc1ccccc1-c1nccc(NC2CCNCC2)n1. The result is 0 (non-inhibitor).